This data is from Full USPTO retrosynthesis dataset with 1.9M reactions from patents (1976-2016). The task is: Predict the reactants needed to synthesize the given product. The reactants are: OS(O)(=O)=O.[CH3:6][N:7]1[CH:11]=[C:10]([N+:12]([O-:14])=[O:13])[C:9]([C:15]([OH:17])=[O:16])=[N:8]1.[CH3:18]O. Given the product [CH3:6][N:7]1[CH:11]=[C:10]([N+:12]([O-:14])=[O:13])[C:9]([C:15]([O:17][CH3:18])=[O:16])=[N:8]1, predict the reactants needed to synthesize it.